From a dataset of Full USPTO retrosynthesis dataset with 1.9M reactions from patents (1976-2016). Predict the reactants needed to synthesize the given product. (1) Given the product [ClH:15].[NH:1]([C:5]1[CH:14]=[C:13]2[C:8]([C:9]([CH2:16][C:17]3[CH:22]=[CH:21][N:20]=[CH:19][CH:18]=3)=[N:10][N:11]=[C:12]2[NH:27][C:26]2[CH:28]=[CH:29][C:30]([Cl:31])=[C:24]([Cl:23])[CH:25]=2)=[CH:7][CH:6]=1)[C:2]([CH3:4])=[O:3], predict the reactants needed to synthesize it. The reactants are: [NH:1]([C:5]1[CH:14]=[C:13]2[C:8]([C:9]([CH2:16][C:17]3[CH:22]=[CH:21][N:20]=[CH:19][CH:18]=3)=[N:10][N:11]=[C:12]2[Cl:15])=[CH:7][CH:6]=1)[C:2]([CH3:4])=[O:3].[Cl:23][C:24]1[CH:25]=[C:26]([CH:28]=[CH:29][C:30]=1[Cl:31])[NH2:27]. (2) Given the product [C:35]([OH:41])(=[O:40])[CH2:36][C:37]([OH:39])=[O:38].[Cl:1][C:2]1[CH:3]=[CH:4][C:5]([C:6]([NH:8][CH:9]([CH2:21][C:22]2[C:31]3[C:26](=[CH:27][CH:28]=[CH:29][CH:30]=3)[NH:25][C:24](=[O:32])[CH:23]=2)[C:10]([O:12][CH2:13][CH2:14][N:15]2[CH2:16][CH2:17][O:18][CH2:19][CH2:20]2)=[O:11])=[O:7])=[CH:33][CH:34]=1, predict the reactants needed to synthesize it. The reactants are: [Cl:1][C:2]1[CH:34]=[CH:33][C:5]([C:6]([NH:8][CH:9]([CH2:21][C:22]2[C:31]3[C:26](=[CH:27][CH:28]=[CH:29][CH:30]=3)[NH:25][C:24](=[O:32])[CH:23]=2)[C:10]([O:12][CH2:13][CH2:14][N:15]2[CH2:20][CH2:19][O:18][CH2:17][CH2:16]2)=[O:11])=[O:7])=[CH:4][CH:3]=1.[C:35]([OH:41])(=[O:40])[CH2:36][C:37]([OH:39])=[O:38]. (3) Given the product [C:40]([C:44]1[CH:51]=[C:50]([N:52]2[C:56](=[O:57])[C:55]([CH3:59])([CH3:58])[N:54]([CH2:60][C:61]3[CH:66]=[CH:65][CH:64]=[CH:63][C:62]=3[NH:68][C:69]3[CH:70]=[CH:71][CH:72]=[CH:73][CH:74]=3)[C:53]2=[O:77])[CH:49]=[CH:48][C:45]=1[C:46]#[N:47])([CH3:41])([CH3:42])[CH3:43], predict the reactants needed to synthesize it. The reactants are: BrC1C=C(F)C=CC=1CN1C(C)(C)C(=O)N(C2C=CC(C#N)=C(C(C)(C)C)C=2)C1=O.FC1C=C(F)C=CC=1N.[C:40]([C:44]1[CH:51]=[C:50]([N:52]2[C:56](=[O:57])[C:55]([CH3:59])([CH3:58])[N:54]([CH2:60][C:61]3[CH:66]=[CH:65][C:64](F)=[CH:63][C:62]=3[NH:68][C:69]3[CH:74]=[CH:73][C:72](F)=[CH:71][C:70]=3F)[C:53]2=[O:77])[CH:49]=[CH:48][C:45]=1[C:46]#[N:47])([CH3:43])([CH3:42])[CH3:41].